Predict the product of the given reaction. From a dataset of Forward reaction prediction with 1.9M reactions from USPTO patents (1976-2016). (1) Given the reactants C(OC(=O)[NH:7][C:8]1[CH:13]=[CH:12][CH:11]=[CH:10][C:9]=1[NH:14][C:15]([C:17]1[S:21][C:20]2[CH:22]=[CH:23][C:24]([O:26][CH2:27][CH2:28][O:29][CH2:30][CH2:31][O:32][CH3:33])=[CH:25][C:19]=2[CH:18]=1)=[O:16])(C)(C)C.C(=O)(O)[O-].[Na+], predict the reaction product. The product is: [NH2:7][C:8]1[CH:13]=[CH:12][CH:11]=[CH:10][C:9]=1[NH:14][C:15]([C:17]1[S:21][C:20]2[CH:22]=[CH:23][C:24]([O:26][CH2:27][CH2:28][O:29][CH2:30][CH2:31][O:32][CH3:33])=[CH:25][C:19]=2[CH:18]=1)=[O:16]. (2) Given the reactants Cl[C:2]1[CH:27]=[CH:26][C:5]([CH2:6][O:7][C:8]2[CH:16]=[CH:15][C:14]3[NH:13][C:12]4[CH:17]([CH2:20][C:21]([O:23]CC)=[O:22])[CH2:18][CH2:19][C:11]=4[C:10]=3[CH:9]=2)=[CH:4][C:3]=1[C:28]([F:31])([F:30])[F:29].[Br-].[CH2:33]([Zn+])[CH:34]([CH3:36])[CH3:35].[Li+].[OH-].Cl, predict the reaction product. The product is: [CH2:33]([C:2]1[CH:27]=[CH:26][C:5]([CH2:6][O:7][C:8]2[CH:16]=[CH:15][C:14]3[NH:13][C:12]4[CH:17]([CH2:20][C:21]([OH:23])=[O:22])[CH2:18][CH2:19][C:11]=4[C:10]=3[CH:9]=2)=[CH:4][C:3]=1[C:28]([F:31])([F:29])[F:30])[CH:34]([CH3:36])[CH3:35]. (3) Given the reactants [C:1]([N:8]1[CH2:13][CH2:12][O:11][C@H:10]([CH2:14][C:15]2[CH:20]=[CH:19][CH:18]=[C:17]([CH2:21]O)[CH:16]=2)[CH2:9]1)([O:3][C:4]([CH3:7])([CH3:6])[CH3:5])=[O:2].[CH2:23]([N:30]1[CH2:35][CH2:34][O:33][CH:32]([CH2:36][C:37]2[CH:42]=[CH:41][CH:40]=[C:39]([CH3:43])[C:38]=2[F:44])[C:31]1=O)[C:24]1[CH:29]=[CH:28][CH:27]=[CH:26][CH:25]=1.[C@H](O)(C([O-])=O)[C@@H](O)C([O-])=O.[Na+].[K+].C(OCC)(=O)C, predict the reaction product. The product is: [C:1]([N:8]1[CH2:13][CH2:12][O:11][C@H:10]([CH2:14][C:15]2[CH:20]=[CH:19][CH:18]=[C:17]([CH:21]=[CH:38][C:37]3[CH:42]=[N:30][CH:31]=[CH:32][CH:36]=3)[CH:16]=2)[CH2:9]1)([O:3][C:4]([CH3:6])([CH3:7])[CH3:5])=[O:2].[CH2:23]([N:30]1[CH2:35][CH2:34][O:33][CH:32]([CH2:36][C:37]2[CH:42]=[CH:41][CH:40]=[C:39]([CH3:43])[C:38]=2[F:44])[CH2:31]1)[C:24]1[CH:25]=[CH:26][CH:27]=[CH:28][CH:29]=1. (4) Given the reactants Br[C:2]1[CH:14]=[C:13]2[C:5]([C:6]3[CH:7]=[CH:8][C:9]([N:23]([CH2:28][CH2:29][CH2:30][CH3:31])[CH2:24][CH2:25][CH2:26][CH3:27])=[CH:10][C:11]=3[C:12]2([CH2:19][CH2:20][CH2:21][CH3:22])[CH2:15][CH2:16][CH2:17][CH3:18])=[CH:4][CH:3]=1.[CH:32]([C:34]1[S:38][C:37](B(O)O)=[CH:36][CH:35]=1)=[O:33].C(=O)([O-])[O-].[K+].[K+].C1(C)C=CC=CC=1, predict the reaction product. The product is: [CH2:19]([C:12]1([CH2:15][CH2:16][CH2:17][CH3:18])[C:13]2[CH:14]=[C:2]([C:37]3[S:38][C:34]([CH:32]=[O:33])=[CH:35][CH:36]=3)[CH:3]=[CH:4][C:5]=2[C:6]2[C:11]1=[CH:10][C:9]([N:23]([CH2:28][CH2:29][CH2:30][CH3:31])[CH2:24][CH2:25][CH2:26][CH3:27])=[CH:8][CH:7]=2)[CH2:20][CH2:21][CH3:22]. (5) Given the reactants [CH2:1]([O:3][C:4]([CH:6]1[CH2:11][CH2:10][N:9]([C:12]2[C:21]3[C:16](=[CH:17][N:18]=[CH:19][CH:20]=3)[CH:15]=[C:14]([C:22]3[C:27](Br)=[CH:26][N:25]=[C:24]([NH:29][CH:30]4[CH2:35][CH2:34][CH2:33][CH2:32][CH2:31]4)[CH:23]=3)[N:13]=2)[CH2:8][CH2:7]1)=[O:5])[CH3:2].[CH3:36][N:37](C=O)C, predict the reaction product. The product is: [C:36]([C:27]1[C:22]([C:14]2[N:13]=[C:12]([N:9]3[CH2:10][CH2:11][CH:6]([C:4]([O:3][CH2:1][CH3:2])=[O:5])[CH2:7][CH2:8]3)[C:21]3[C:16]([CH:15]=2)=[CH:17][N:18]=[CH:19][CH:20]=3)=[CH:23][C:24]([NH:29][CH:30]2[CH2:35][CH2:34][CH2:33][CH2:32][CH2:31]2)=[N:25][CH:26]=1)#[N:37].